This data is from Reaction yield outcomes from USPTO patents with 853,638 reactions. The task is: Predict the reaction yield, written as a fraction of the theoretical maximum amount of product (1.0 means a 100% yield; for example, 0.34 means a 34% yield). (1) The reactants are [CH3:1][C:2]([O:4][C@H:5]1[C:14]2[C@@:15]3([CH3:30])[C@@H:26]([CH2:27][O:28][CH3:29])[O:25][C:23](=[O:24])[C:17]4=[CH:18][O:19][C:20]([C:21](=[O:22])[C:13]=2[C@@H:8]2[CH2:9][CH2:10][C@H:11]([OH:12])[C@@:7]2([CH3:31])[CH2:6]1)=[C:16]34)=[O:3].[CH3:32][N:33]1[CH2:38][CH2:37][NH:36][CH2:35][CH2:34]1. The catalyst is C(Cl)Cl. The product is [C:2]([O:4][C@H:5]1[C:14]2[C@:15]3([CH3:30])[C:16](/[C:17](=[CH:18]\[N:36]4[CH2:37][CH2:38][N:33]([CH3:32])[CH2:34][CH2:35]4)/[C:23](=[O:24])[O:25][C@@H:26]3[CH2:27][O:28][CH3:29])=[C:20]([OH:19])[C:21](=[O:22])[C:13]=2[CH:8]2[C@@:7]([CH3:31])([C@@H:11]([OH:12])[CH2:10][CH2:9]2)[CH2:6]1)(=[O:3])[CH3:1]. The yield is 0.298. (2) The reactants are [Cl:1][CH2:2][C:3]([C:5]1[CH:10]=[CH:9][CH:8]=[CH:7][CH:6]=1)=[O:4].C(O)=O.C(N(CC)CC)C. The catalyst is C(OCC)(=O)C.C1(C)C=CC(S(N[C@H](C2C=CC=CC=2)[C@@H](C2C=CC=CC=2)N)(=O)=O)=CC=1.Cl[Rh+]C1(C)C(C)=C(C)C(C)=C1C. The product is [Cl:1][CH2:2][C@H:3]([C:5]1[CH:10]=[CH:9][CH:8]=[CH:7][CH:6]=1)[OH:4]. The yield is 0.930.